From a dataset of Reaction yield outcomes from USPTO patents with 853,638 reactions. Predict the reaction yield, written as a fraction of the theoretical maximum amount of product (1.0 means a 100% yield; for example, 0.34 means a 34% yield). (1) The yield is 0.750. The catalyst is C1COCC1.CCCCCC.C(OCC)(=O)C.O. The reactants are O.[OH-].[Li+].[CH:4]1([C@@:10]([C:37]([O:39]C)=[O:38])([CH3:36])[NH:11][C:12]([C:14]2[CH:19]=[CH:18][C:17]([F:20])=[CH:16][C:15]=2[NH:21][C:22]([NH:24][C:25]2[C:30]([CH3:31])=[CH:29][C:28]([CH2:32][CH2:33][CH3:34])=[CH:27][C:26]=2[CH3:35])=[O:23])=[O:13])[CH2:9][CH2:8][CH2:7][CH2:6][CH2:5]1.CO.Cl. The product is [CH:4]1([C@@:10]([C:37]([OH:39])=[O:38])([CH3:36])[NH:11][C:12]([C:14]2[CH:19]=[CH:18][C:17]([F:20])=[CH:16][C:15]=2[NH:21][C:22]([NH:24][C:25]2[C:30]([CH3:31])=[CH:29][C:28]([CH2:32][CH2:33][CH3:34])=[CH:27][C:26]=2[CH3:35])=[O:23])=[O:13])[CH2:9][CH2:8][CH2:7][CH2:6][CH2:5]1. (2) The reactants are [Br:1][C:2]1[C:3]([OH:18])=[CH:4][C:5]2[C:6]([CH3:17])([CH3:16])[CH2:7][CH:8]=[C:9]([C:12]([CH3:15])([CH3:14])[CH3:13])[C:10]=2[CH:11]=1.[CH2:19](Br)[C:20]1[CH:25]=[CH:24][CH:23]=[CH:22][CH:21]=1. No catalyst specified. The product is [CH2:19]([O:18][C:3]1[CH:4]=[C:5]2[C:10]([C:9]([C:12]([CH3:13])([CH3:15])[CH3:14])=[CH:8][CH2:7][C:6]2([CH3:17])[CH3:16])=[CH:11][C:2]=1[Br:1])[C:20]1[CH:25]=[CH:24][CH:23]=[CH:22][CH:21]=1. The yield is 1.00. (3) The product is [CH3:1][O:2][C:3]1[CH:8]=[C:7]([O:9][C:10]2[CH:15]=[CH:14][C:13]3[N:16]=[C:17]([CH2:18][O:19][C:20]4[CH:21]=[C:22]([CH:27]=[CH:28][CH:29]=4)[C:23]([O:25][CH3:26])=[O:24])[N:31]([CH3:32])[C:12]=3[CH:11]=2)[CH:6]=[C:5]([CH3:33])[N:4]=1. The catalyst is C(O)(=O)C. The reactants are [CH3:1][O:2][C:3]1[CH:8]=[C:7]([O:9][C:10]2[CH:15]=[CH:14][C:13]([NH:16][C:17](=O)[CH2:18][O:19][C:20]3[CH:21]=[C:22]([CH:27]=[CH:28][CH:29]=3)[C:23]([O:25][CH3:26])=[O:24])=[C:12]([NH:31][CH3:32])[CH:11]=2)[CH:6]=[C:5]([CH3:33])[N:4]=1. The yield is 0.990. (4) The reactants are C(OC([N:8]1[CH2:12][CH2:11][CH2:10][C@H:9]1[C:13]1[NH:14][C:15]([C:18]2[CH:23]=[CH:22][C:21]([C:24]3[CH:29]=[CH:28][C:27]([C:30]4[NH:34][C:33]([C@@H:35]5[CH:39]=[C:38]([CH2:40]C)[CH2:37][N:36]5C(OC(C)(C)C)=O)=[N:32][CH:31]=4)=[CH:26][CH:25]=3)=[CH:20][CH:19]=2)=[CH:16][N:17]=1)=O)(C)(C)C.Cl.C(C1CN[C@H](C2NC(C3C=CC(C4C=CC(C5NC([C@@H]6CCCN6)=NC=5)=CC=4)=CC=3)=CN=2)C=1)C. The catalyst is O1CCOCC1. The product is [CH3:40][C:38]1[CH2:37][NH:36][C@H:35]([C:33]2[NH:34][C:30]([C:27]3[CH:28]=[CH:29][C:24]([C:21]4[CH:20]=[CH:19][C:18]([C:15]5[NH:14][C:13]([C@@H:9]6[CH2:10][CH2:11][CH2:12][NH:8]6)=[N:17][CH:16]=5)=[CH:23][CH:22]=4)=[CH:25][CH:26]=3)=[CH:31][N:32]=2)[CH:39]=1. The yield is 0.830. (5) The reactants are N1CCCCC1.[OH:7][C:8]1[CH:9]=[C:10]([CH:13]=[CH:14][C:15]=1[OH:16])[CH:11]=O.C([CH2:20][C:21]([NH:23][C:24]1[CH:32]=[CH:31][CH:30]=[CH:29][C:25]=1[C:26]([OH:28])=[O:27])=[O:22])(O)=O.Cl. The catalyst is C1(C)C=CC=CC=1. The product is [OH:7][C:8]1[CH:9]=[C:10](/[CH:11]=[CH:20]/[C:21]([NH:23][C:24]2[CH:32]=[CH:31][CH:30]=[CH:29][C:25]=2[C:26]([OH:28])=[O:27])=[O:22])[CH:13]=[CH:14][C:15]=1[OH:16]. The yield is 0.830.